From a dataset of Tyrosyl-DNA phosphodiesterase HTS with 341,365 compounds. Binary Classification. Given a drug SMILES string, predict its activity (active/inactive) in a high-throughput screening assay against a specified biological target. (1) The drug is S(=O)(=O)(NCCN1CCOCC1)c1c(ccc(c1)c1nn2c(nnc2C)c2c1cccc2)C. The result is 0 (inactive). (2) The molecule is OC1=C(C(N(CCc2ccccc2)C1=O)c1cccnc1)C(=O)c1occc1. The result is 0 (inactive). (3) The molecule is Oc1c(cc(/C(c2cc(c(O)cc2)C(O)=O)=C2\C=C(C(=O)C=C2)C(O)=O)cc1)C(O)=O. The result is 1 (active).